This data is from Forward reaction prediction with 1.9M reactions from USPTO patents (1976-2016). The task is: Predict the product of the given reaction. (1) Given the reactants Cl[C:2]1[CH:9]=[CH:8][C:5]([C:6]#[N:7])=[CH:4][CH:3]=1.[N:10]([O-:12])=[O:11].[Na+].P.COCCOCCN(CCOCCOC)CCOCCOC, predict the reaction product. The product is: [N+:10]([C:2]1[CH:9]=[CH:8][C:5]([C:6]#[N:7])=[CH:4][CH:3]=1)([O-:12])=[O:11]. (2) Given the reactants [C:1]([O:5][C:6]([N:8]1[CH2:13][CH2:12][C:11]2([CH2:18][C:17](=[O:19])[C:16]3[CH:20]=[C:21]([OH:24])[CH:22]=[CH:23][C:15]=3[O:14]2)[CH2:10][CH2:9]1)=[O:7])([CH3:4])([CH3:3])[CH3:2].[BH4-].[Na+], predict the reaction product. The product is: [C:1]([O:5][C:6]([N:8]1[CH2:13][CH2:12][C:11]2([CH2:18][CH:17]([OH:19])[C:16]3[CH:20]=[C:21]([OH:24])[CH:22]=[CH:23][C:15]=3[O:14]2)[CH2:10][CH2:9]1)=[O:7])([CH3:4])([CH3:2])[CH3:3].